Predict the reactants needed to synthesize the given product. From a dataset of Retrosynthesis with 50K atom-mapped reactions and 10 reaction types from USPTO. Given the product O=S(=O)(c1cccs1)N1CCc2ccc(OCCCN3CCCCC3)cc2C1, predict the reactants needed to synthesize it. The reactants are: O=S(=O)(Cl)c1cccs1.c1cc2c(cc1OCCCN1CCCCC1)CNCC2.